Dataset: Reaction yield outcomes from USPTO patents with 853,638 reactions. Task: Predict the reaction yield, written as a fraction of the theoretical maximum amount of product (1.0 means a 100% yield; for example, 0.34 means a 34% yield). The reactants are [Cl:1][C:2]1[CH:3]=[C:4]([C:8]2[N:12]=[C:11]([CH2:13][S:14][C:15]3[N:19]([CH3:20])[CH:18]=[N:17][N:16]=3)[O:10][N:9]=2)[CH:5]=[CH:6][CH:7]=1.C(Cl)(Cl)Cl.N1C=CC=CC=1.[Br:31]Br. The catalyst is C(Cl)(Cl)Cl. The product is [Br:31][C:18]1[N:19]([CH3:20])[C:15]([S:14][CH2:13][C:11]2[O:10][N:9]=[C:8]([C:4]3[CH:5]=[CH:6][CH:7]=[C:2]([Cl:1])[CH:3]=3)[N:12]=2)=[N:16][N:17]=1. The yield is 0.575.